This data is from Catalyst prediction with 721,799 reactions and 888 catalyst types from USPTO. The task is: Predict which catalyst facilitates the given reaction. (1) Reactant: FC(F)(F)S(O[C:7]1[CH:19]=[CH:18][C:10]2[C:11]([C:14]([O:16][CH3:17])=[O:15])=[CH:12][S:13][C:9]=2[CH:8]=1)(=O)=O.[OH:22][C:23]1[CH:28]=[CH:27][C:26](B(O)O)=[CH:25][CH:24]=1.C(=O)([O-])[O-].[Na+].[Na+]. Product: [OH:22][C:23]1[CH:28]=[CH:27][C:26]([C:7]2[CH:19]=[CH:18][C:10]3[C:11]([C:14]([O:16][CH3:17])=[O:15])=[CH:12][S:13][C:9]=3[CH:8]=2)=[CH:25][CH:24]=1. The catalyst class is: 57. (2) Reactant: [OH:1][CH2:2][CH2:3][N:4]([C:6]1[CH:11]=[CH:10][CH:9]=[CH:8][N:7]=1)[CH3:5].[H-].[Na+].[Cl:14][C:15]1[CH:22]=[C:21](F)[CH:20]=[CH:19][C:16]=1[CH:17]=[O:18]. Product: [Cl:14][C:15]1[CH:22]=[C:21]([O:1][CH2:2][CH2:3][N:4]([CH3:5])[C:6]2[CH:11]=[CH:10][CH:9]=[CH:8][N:7]=2)[CH:20]=[CH:19][C:16]=1[CH:17]=[O:18]. The catalyst class is: 42. (3) Reactant: [Cl:1][C:2]1[N:7]=[C:6](Cl)[C:5]([N+:9]([O-:11])=[O:10])=[C:4]([CH3:12])[N:3]=1.[CH3:13][O-:14].[Na+]. Product: [Cl:1][C:2]1[N:7]=[C:6]([O:14][CH3:13])[C:5]([N+:9]([O-:11])=[O:10])=[C:4]([CH3:12])[N:3]=1. The catalyst class is: 5. (4) Product: [C:1]([C:4]1[O:5][C:6]2[CH:16]=[C:15]([NH:17][S:27]([CH3:26])(=[O:29])=[O:28])[C:14]([Br:18])=[CH:13][C:7]=2[C:8]=1[C:9]([NH:11][CH3:12])=[O:10])(=[O:3])[CH3:2]. Reactant: [C:1]([C:4]1[O:5][C:6]2[CH:16]=[C:15]([NH2:17])[C:14]([Br:18])=[CH:13][C:7]=2[C:8]=1[C:9]([NH:11][CH3:12])=[O:10])(=[O:3])[CH3:2].C(N(CC)CC)C.[CH3:26][S:27](Cl)(=[O:29])=[O:28].[Li+].[OH-].O. The catalyst class is: 20. (5) The catalyst class is: 6. Reactant: C([O:4][CH2:5][C:6]([CH3:50])([CH3:49])[CH2:7][N:8]1[C:14]2[CH:15]=[CH:16][C:17]([Cl:19])=[CH:18][C:13]=2[C@@H:12]([C:20]2[CH:25]=[CH:24][CH:23]=[C:22]([O:26][CH3:27])[C:21]=2[O:28][CH3:29])[O:11][C@H:10]([CH2:30][C:31]([NH:33][C:34]2[C:35]([CH3:47])=[C:36]([CH2:40][CH2:41][C:42]([O:44]CC)=[O:43])[CH:37]=[CH:38][CH:39]=2)=[O:32])[C:9]1=[O:48])(=O)C.[OH-].[Na+].C(O)C. Product: [Cl:19][C:17]1[CH:16]=[CH:15][C:14]2[N:8]([CH2:7][C:6]([CH3:50])([CH3:49])[CH2:5][OH:4])[C:9](=[O:48])[C@@H:10]([CH2:30][C:31]([NH:33][C:34]3[C:35]([CH3:47])=[C:36]([CH2:40][CH2:41][C:42]([OH:44])=[O:43])[CH:37]=[CH:38][CH:39]=3)=[O:32])[O:11][C@H:12]([C:20]3[CH:25]=[CH:24][CH:23]=[C:22]([O:26][CH3:27])[C:21]=3[O:28][CH3:29])[C:13]=2[CH:18]=1. (6) Reactant: [Cl:1][C:2]1[CH:7]=[CH:6][C:5]([C:8]2[CH:12]=[CH:11][S:10][C:9]=2[CH2:13][OH:14])=[CH:4][CH:3]=1.C1C(=O)N([Cl:22])C(=O)C1. Product: [Cl:22][C:11]1[S:10][C:9]([CH2:13][OH:14])=[C:8]([C:5]2[CH:6]=[CH:7][C:2]([Cl:1])=[CH:3][CH:4]=2)[CH:12]=1. The catalyst class is: 9. (7) Reactant: [OH:1][PH2:2]=[O:3].[OH2:4].C([O-])(=O)C.[Ca+2:9].C([O-])(=O)C.[OH2:14].O.O.O.[N+]([O-])([O-])=O.[Ca+2].[N+]([O-])([O-])=O. Product: [P:2]([O-:14])([O-:4])([O-:1])=[O:3].[Ca+2:9].[P:2]([O-:14])([O-:4])([O-:1])=[O:3].[Ca+2:9].[Ca+2:9]. The catalyst class is: 15. (8) Product: [S:13]1[C:14]2[CH:20]=[CH:19][CH:18]=[CH:17][C:15]=2[N:16]=[C:12]1[NH:11][C:5]1[CH:6]=[CH:7][C:8]([C:22](=[O:26])[CH:23]([Cl:25])[CH3:24])=[CH:9][CH:10]=1. Reactant: [Cl-].[Al+3].[Cl-].[Cl-].[C:5]1([NH:11][C:12]2[S:13][C:14]3[CH:20]=[CH:19][CH:18]=[CH:17][C:15]=3[N:16]=2)[CH:10]=[CH:9][CH:8]=[CH:7][CH:6]=1.Cl[C:22](=[O:26])[CH:23]([Cl:25])[CH3:24]. The catalyst class is: 26. (9) The catalyst class is: 137. Product: [NH2:8][C:9]1[N:14]=[C:13]([CH3:15])[N:12]=[C:11]([C:16]2[N:20]3[CH:21]=[C:22]([F:25])[CH:23]=[CH:24][C:19]3=[N:18][C:17]=2[NH:26][C:27]2[CH:28]=[N:29][C:30]([O:33][CH3:34])=[CH:31][CH:32]=2)[N:10]=1. Reactant: COC1C=CC(C[N:8](CC2C=CC(OC)=CC=2)[C:9]2[N:14]=[C:13]([CH3:15])[N:12]=[C:11]([C:16]3[N:20]4[CH:21]=[C:22]([F:25])[CH:23]=[CH:24][C:19]4=[N:18][C:17]=3[NH:26][C:27]3[CH:28]=[N:29][C:30]([O:33][CH3:34])=[CH:31][CH:32]=3)[N:10]=2)=CC=1.OS(C(F)(F)F)(=O)=O. (10) Reactant: [F:1][C:2]1[CH:7]=[CH:6][C:5]([CH2:8][CH2:9][C:10]([OH:12])=O)=[CH:4][CH:3]=1.S(Cl)([Cl:15])=O.C1(C)C=CC=CC=1. Product: [F:1][C:2]1[CH:7]=[CH:6][C:5]([CH2:8][CH2:9][C:10]([Cl:15])=[O:12])=[CH:4][CH:3]=1. The catalyst class is: 2.